This data is from Reaction yield outcomes from USPTO patents with 853,638 reactions. The task is: Predict the reaction yield, written as a fraction of the theoretical maximum amount of product (1.0 means a 100% yield; for example, 0.34 means a 34% yield). (1) The reactants are C(O[C:6]([N:8]1[CH2:13][CH2:12][C:11]([CH2:15][NH2:16])([OH:14])[CH2:10][CH2:9]1)=O)(C)(C)C.[H-].[Al+3].[Li+].[H-].[H-].[H-].O.O.O.O.C(C(C(C([O-])=O)O)O)([O-])=O.[Na+].[K+]. The catalyst is O1CCCC1. The product is [NH2:16][CH2:15][C:11]1([OH:14])[CH2:12][CH2:13][N:8]([CH3:6])[CH2:9][CH2:10]1. The yield is 0.740. (2) The reactants are [CH2:1]([O:3][C:4]([C:6]1[CH:7]=[N:8][N:9]([C:11]2[N:15](COCCOC)[C:14]3[CH:22]=[C:23]([Cl:34])[C:24]([S:26][CH2:27][C:28]4[CH:33]=[CH:32][CH:31]=[CH:30][CH:29]=4)=[CH:25][C:13]=3[N:12]=2)[CH:10]=1)=[O:5])[CH3:2].Cl.O1CCOCC1. The catalyst is CCO. The product is [CH2:1]([O:3][C:4]([C:6]1[CH:7]=[N:8][N:9]([C:11]2[NH:15][C:14]3[CH:22]=[C:23]([Cl:34])[C:24]([S:26][CH2:27][C:28]4[CH:33]=[CH:32][CH:31]=[CH:30][CH:29]=4)=[CH:25][C:13]=3[N:12]=2)[CH:10]=1)=[O:5])[CH3:2]. The yield is 0.870.